Dataset: Peptide-MHC class II binding affinity with 134,281 pairs from IEDB. Task: Regression. Given a peptide amino acid sequence and an MHC pseudo amino acid sequence, predict their binding affinity value. This is MHC class II binding data. (1) The peptide sequence is CLLVLDDFRDLMTAT. The MHC is HLA-DQA10102-DQB10602 with pseudo-sequence HLA-DQA10102-DQB10602. The binding affinity (normalized) is 0.344. (2) The peptide sequence is DVKFPGGGQIVGHVY. The MHC is HLA-DQA10501-DQB10301 with pseudo-sequence HLA-DQA10501-DQB10301. The binding affinity (normalized) is 0.697. (3) The binding affinity (normalized) is 0.0485. The peptide sequence is LATVSDLSTKAACPTM. The MHC is DRB1_1501 with pseudo-sequence DRB1_1501. (4) The peptide sequence is VPKKKKDKDIPQSSE. The MHC is DRB1_1101 with pseudo-sequence DRB1_1101. The binding affinity (normalized) is 0. (5) The peptide sequence is LRIKSYEDAKSPLTA. The binding affinity (normalized) is 0.532. The MHC is DRB1_0901 with pseudo-sequence DRB1_0901. (6) The peptide sequence is ATERFRWLLIDLLRE. The MHC is DRB1_0101 with pseudo-sequence DRB1_0101. The binding affinity (normalized) is 0.972. (7) The peptide sequence is AAATAGTTVYNAFAA. The MHC is HLA-DQA10501-DQB10301 with pseudo-sequence HLA-DQA10501-DQB10301. The binding affinity (normalized) is 0.602. (8) The peptide sequence is VRAVAESHGVAAVLF. The MHC is HLA-DPA10103-DPB10401 with pseudo-sequence HLA-DPA10103-DPB10401. The binding affinity (normalized) is 0.0461. (9) The peptide sequence is CMDVRAIMATIQRKY. The MHC is DRB1_0101 with pseudo-sequence DRB1_0101. The binding affinity (normalized) is 0.436.